Dataset: Forward reaction prediction with 1.9M reactions from USPTO patents (1976-2016). Task: Predict the product of the given reaction. (1) Given the reactants [Cl:1][C:2]1[CH:3]=[C:4]2[C:9](=[CH:10][C:11]=1[N:12]1[CH2:17][C:16]3[C:18]([CH:26]4[CH2:28][CH2:27]4)=[N:19][C:20]([C:22](OC)=[O:23])=[CH:21][C:15]=3[NH:14][C:13]1=[O:29])[O:8][CH:7]([C:30]1[C:35]([F:36])=[CH:34][CH:33]=[CH:32][N:31]=1)[CH2:6][CH2:5]2.[H-].[Al+3].[Li+].[H-].[H-].[H-].O.[OH-].[Na+], predict the reaction product. The product is: [Cl:1][C:2]1[CH:3]=[C:4]2[C:9](=[CH:10][C:11]=1[N:12]1[CH2:17][C:16]3[C:18]([CH:26]4[CH2:27][CH2:28]4)=[N:19][C:20]([CH2:22][OH:23])=[CH:21][C:15]=3[NH:14][C:13]1=[O:29])[O:8][CH:7]([C:30]1[C:35]([F:36])=[CH:34][CH:33]=[CH:32][N:31]=1)[CH2:6][CH2:5]2. (2) Given the reactants [CH3:1][O:2][C:3](=[O:26])[CH2:4][C@H:5]1[C:9]2[CH:10]=[CH:11][C:12]([O:14][C@H:15]3[C:23]4[C:18](=[C:19]([OH:25])[CH:20]=[CH:21][C:22]=4[F:24])[CH2:17][CH2:16]3)=[CH:13][C:8]=2[O:7][CH2:6]1.Cl[C:28]1[S:29][C:30]2[CH:36]=[CH:35][CH:34]=[CH:33][C:31]=2[N:32]=1.C([O-])([O-])=O.[K+].[K+], predict the reaction product. The product is: [CH3:1][O:2][C:3](=[O:26])[CH2:4][C@H:5]1[C:9]2[CH:10]=[CH:11][C:12]([O:14][C@H:15]3[C:23]4[C:18](=[C:19]([O:25][C:28]5[S:29][C:30]6[CH:36]=[CH:35][CH:34]=[CH:33][C:31]=6[N:32]=5)[CH:20]=[CH:21][C:22]=4[F:24])[CH2:17][CH2:16]3)=[CH:13][C:8]=2[O:7][CH2:6]1. (3) The product is: [C:15]([O:14][C:12]([N:10]([CH3:11])[CH2:9][C:8]([N:6]([CH2:5][C:4]([OH:20])=[O:3])[CH3:7])=[O:19])=[O:13])([CH3:18])([CH3:17])[CH3:16]. Given the reactants C([O:3][C:4](=[O:20])[CH2:5][N:6]([C:8](=[O:19])[CH2:9][N:10]([C:12]([O:14][C:15]([CH3:18])([CH3:17])[CH3:16])=[O:13])[CH3:11])[CH3:7])C.[Li+].[OH-], predict the reaction product. (4) Given the reactants [CH2:1]([N:3]([CH2:15][CH3:16])[CH2:4][CH2:5][O:6][C:7]1[CH:12]=[CH:11][CH:10]=[CH:9][C:8]=1[CH2:13]O)[CH3:2].S(Cl)(Cl)=O.[N-:21]=[N+:22]=[N-:23].[Na+], predict the reaction product. The product is: [N:21]([CH2:13][C:8]1[CH:9]=[CH:10][CH:11]=[CH:12][C:7]=1[O:6][CH2:5][CH2:4][N:3]([CH2:15][CH3:16])[CH2:1][CH3:2])=[N+:22]=[N-:23]. (5) Given the reactants [C:1]([C:3]1[CH:11]=[CH:10][C:6]([C:7]([OH:9])=[O:8])=[C:5]([F:12])[CH:4]=1)#[N:2].O.[C:14]1(C)C=CC(S(O)(=O)=O)=CC=1, predict the reaction product. The product is: [C:1]([C:3]1[CH:11]=[CH:10][C:6]([C:7]([O:9][CH3:14])=[O:8])=[C:5]([F:12])[CH:4]=1)#[N:2]. (6) Given the reactants [CH:1]1([NH:4][C:5]([C:7]2[CH:8]=[C:9]([F:31])[C:10]([CH3:30])=[C:11]([C:13]3[CH:18]=[CH:17][C:16]([C:19](O)=[O:20])=[CH:15][C:14]=3[C:22]([NH:24][C:25]3[S:26][CH:27]=[CH:28][N:29]=3)=[O:23])[CH:12]=2)=[O:6])[CH2:3][CH2:2]1.C([N:34](CC)CC)C.F[P-](F)(F)(F)(F)F.ClC1C=C[C:50]2[N:54]=[N:53]N(OC(N(C)C)=[N+](C)C)[C:51]=2[CH:63]=1.CCOC(C)=O, predict the reaction product. The product is: [CH:1]1([NH:4][C:5]([C:7]2[CH:12]=[C:11]([C:13]3[C:14]([C:22]([NH:24][C:25]4[S:26][CH:27]=[CH:28][N:29]=4)=[O:23])=[CH:15][C:16]([C:19]([NH:34][C:50]4[NH:54][N:53]=[CH:63][CH:51]=4)=[O:20])=[CH:17][CH:18]=3)[C:10]([CH3:30])=[C:9]([F:31])[CH:8]=2)=[O:6])[CH2:3][CH2:2]1. (7) Given the reactants [CH2:1]([N:3]1[C:7](=[O:8])[C:6](=[CH:9][C:10]2[CH:15]=[CH:14][C:13]([N+:16]([O-])=O)=[CH:12][CH:11]=2)[S:5][C:4]1=[O:19])[CH3:2], predict the reaction product. The product is: [NH2:16][C:13]1[CH:14]=[CH:15][C:10]([CH2:9][CH:6]2[S:5][C:4](=[O:19])[N:3]([CH2:1][CH3:2])[C:7]2=[O:8])=[CH:11][CH:12]=1. (8) Given the reactants [CH3:1][C@:2]12[C@@:10]([O:17][CH2:18][CH2:19][N:20]([CH3:22])[CH3:21])([C:11]3[CH:16]=[CH:15][CH:14]=[CH:13][CH:12]=3)[CH2:9][C@H:5]([C:6]1([CH3:8])[CH3:7])[CH2:4][CH2:3]2.C(/C(O)=O)=C\C(O)=O.C(O)[C@H]([C@H]([C@@H]([C@@H](CO)O)O)O)O.C([O-])(=O)CCCCCCCCCCCCCCCCC.[Mg+2].C([O-])(=O)CCCCCCCCCCCCCCCCC, predict the reaction product. The product is: [CH3:1][C@:2]12[C@@:10]([O:17][CH2:18][CH2:19][N:20]([CH3:22])[CH3:21])([C:11]3[CH:16]=[CH:15][CH:14]=[CH:13][CH:12]=3)[CH2:9][C@H:5]([C:6]1([CH3:7])[CH3:8])[CH2:4][CH2:3]2. (9) Given the reactants [Br:1][C:2]1[C:10]2[C:5](=[CH:6][CH:7]=[C:8]([CH:11]=O)[CH:9]=2)[NH:4][N:3]=1.[NH2:13][C:14]([CH3:18])=[CH:15][C:16]#[N:17].[C:26]([O:28][CH2:29][C:30](=O)[CH2:25][C:26]([O:28][CH2:29][CH3:30])=[O:27])(=[O:27])[CH3:25].Cl, predict the reaction product. The product is: [Br:1][C:2]1[C:10]2[C:5](=[CH:6][CH:7]=[C:8]([CH:11]3[C:15]([C:16]#[N:17])=[C:14]([CH3:18])[NH:13][C:30]4[CH2:29][O:28][C:26](=[O:27])[C:25]3=4)[CH:9]=2)[NH:4][N:3]=1.